This data is from Forward reaction prediction with 1.9M reactions from USPTO patents (1976-2016). The task is: Predict the product of the given reaction. (1) Given the reactants C(O[C:5](=[O:7])[CH3:6])(=O)C.[Cl:8][C:9]1[CH:10]=[C:11]([NH2:16])[CH:12]=[C:13]([CH3:15])[CH:14]=1, predict the reaction product. The product is: [Cl:8][C:9]1[CH:10]=[C:11]([NH:16][C:5](=[O:7])[CH3:6])[CH:12]=[C:13]([CH3:15])[CH:14]=1. (2) Given the reactants [CH3:1][C:2]1[CH:3]=[C:4]([CH:8]=[CH:9][C:10](O)=[O:11])[CH:5]=[CH:6][CH:7]=1.S(=O)(=O)(O)O, predict the reaction product. The product is: [CH3:1][C:2]1[CH:3]=[C:4]([CH:8]=[CH:9][CH2:10][OH:11])[CH:5]=[CH:6][CH:7]=1. (3) Given the reactants [CH:1]1([C:4]2[CH:5]=[CH:6][C:7]([C:15]([OH:17])=O)=[N:8][C:9]=2[O:10][CH2:11][CH:12]2[CH2:14][CH2:13]2)[CH2:3][CH2:2]1.[NH2:18][C:19]1([CH2:23][C:24]([NH2:26])=[O:25])[CH2:22][O:21][CH2:20]1, predict the reaction product. The product is: [C:24]([CH2:23][C:19]1([NH:18][C:15]([C:7]2[CH:6]=[CH:5][C:4]([CH:1]3[CH2:2][CH2:3]3)=[C:9]([O:10][CH2:11][CH:12]3[CH2:13][CH2:14]3)[N:8]=2)=[O:17])[CH2:22][O:21][CH2:20]1)(=[O:25])[NH2:26]. (4) Given the reactants [N+:1]([C:4]1[CH:5]=[C:6]([CH:9]=[CH:10][CH:11]=1)[CH:7]=O)([O-:3])=[O:2].[C:12]([CH2:14][C:15]([O:17]CC)=O)#[N:13].Cl.[CH:21]1([NH:24][C:25]([NH2:27])=[NH:26])[CH2:23][CH2:22]1.C([O-])([O-])=O.[K+].[K+], predict the reaction product. The product is: [CH:21]1([NH:24][C:25]2[N:27]=[C:15]([OH:17])[C:14]([C:12]#[N:13])=[C:7]([C:6]3[CH:9]=[CH:10][CH:11]=[C:4]([N+:1]([O-:3])=[O:2])[CH:5]=3)[N:26]=2)[CH2:23][CH2:22]1. (5) The product is: [O:26]1[CH2:27][CH2:28][C@H:24]([N:14]2[C:15]3[CH2:20][CH2:19][N:18]([C:21](=[O:23])[CH3:22])[CH2:17][C:16]=3[C:12]([N:8]3[C:9]4[C:4](=[CH:3][C:2]([B:32]5[O:33][C:34]([CH3:36])([CH3:35])[C:30]([CH3:46])([CH3:29])[O:31]5)=[CH:11][CH:10]=4)[CH2:5][CH2:6][CH2:7]3)=[N:13]2)[CH2:25]1. Given the reactants Br[C:2]1[CH:3]=[C:4]2[C:9](=[CH:10][CH:11]=1)[N:8]([C:12]1[C:16]3[CH2:17][N:18]([C:21](=[O:23])[CH3:22])[CH2:19][CH2:20][C:15]=3[N:14]([C@H:24]3[CH2:28][CH2:27][O:26][CH2:25]3)[N:13]=1)[CH2:7][CH2:6][CH2:5]2.[CH3:29][C:30]1([CH3:46])[C:34]([CH3:36])([CH3:35])[O:33][B:32]([B:32]2[O:33][C:34]([CH3:36])([CH3:35])[C:30]([CH3:46])([CH3:29])[O:31]2)[O:31]1.C(O[K])(C)=O.ClCCl, predict the reaction product. (6) Given the reactants Br[C:2]1[CH:16]=[C:15]([Cl:17])[CH:14]=[CH:13][C:3]=1[O:4][CH2:5][C:6]([O:8][C:9]([CH3:12])([CH3:11])[CH3:10])=[O:7].[CH3:18][O:19][C:20]1[CH:25]=[CH:24][C:23](B(O)O)=[CH:22][CH:21]=1, predict the reaction product. The product is: [Cl:17][C:15]1[CH:14]=[CH:13][C:3]([O:4][CH2:5][C:6]([O:8][C:9]([CH3:12])([CH3:11])[CH3:10])=[O:7])=[C:2]([C:23]2[CH:24]=[CH:25][C:20]([O:19][CH3:18])=[CH:21][CH:22]=2)[CH:16]=1. (7) Given the reactants [NH2:1][C:2]1[CH:11]=[CH:10][CH:9]=[C:8]2[C:3]=1[N:4]=[CH:5][C:6](=[O:12])[NH:7]2.[CH3:13][Si](C=[N+]=[N-])(C)C, predict the reaction product. The product is: [CH3:13][O:12][C:6]1[CH:5]=[N:4][C:3]2[C:2]([NH2:1])=[CH:11][CH:10]=[CH:9][C:8]=2[N:7]=1.